From a dataset of Full USPTO retrosynthesis dataset with 1.9M reactions from patents (1976-2016). Predict the reactants needed to synthesize the given product. Given the product [Br:14][C:15]1[CH:22]=[CH:21][C:18]([CH2:19][O:20][C:6]2[CH:5]=[C:4]([N+:11]([O-:13])=[O:12])[CH:3]=[C:2]([Cl:1])[CH:7]=2)=[CH:17][CH:16]=1, predict the reactants needed to synthesize it. The reactants are: [Cl:1][C:2]1[CH:7]=[C:6]([N+]([O-])=O)[CH:5]=[C:4]([N+:11]([O-:13])=[O:12])[CH:3]=1.[Br:14][C:15]1[CH:22]=[CH:21][C:18]([CH2:19][OH:20])=[CH:17][CH:16]=1.C([O-])([O-])=O.[K+].[K+].Cl.